This data is from Full USPTO retrosynthesis dataset with 1.9M reactions from patents (1976-2016). The task is: Predict the reactants needed to synthesize the given product. Given the product [NH2:25][C:8]1[N:7]=[C:6]([O:5][CH2:1][CH2:2][CH2:3][CH3:4])[N:14]=[C:13]2[C:9]=1[NH:10][C:11](=[O:23])[N:12]2[CH2:15][CH2:16][CH:17]1[CH2:22][CH2:21][CH2:20][N:19]([CH2:28][CH2:27][CH:29]2[CH2:34][CH2:33][CH2:32][CH2:31][CH2:30]2)[CH2:18]1, predict the reactants needed to synthesize it. The reactants are: [CH2:1]([O:5][C:6]1[N:14]=[C:13]2[C:9]([N:10]=[C:11]([O:23]C)[N:12]2[CH2:15][CH2:16][CH:17]2[CH2:22][CH2:21][CH2:20][NH:19][CH2:18]2)=[C:8]([NH2:25])[N:7]=1)[CH2:2][CH2:3][CH3:4].I[CH:27]([CH:29]1[CH2:34][CH2:33][CH2:32][CH2:31][CH2:30]1)[CH3:28].